From a dataset of Forward reaction prediction with 1.9M reactions from USPTO patents (1976-2016). Predict the product of the given reaction. (1) Given the reactants [Cl:1][C:2]1[CH:3]=[C:4]([NH:10][C:11]2[N:16]=[C:15]([N:17]3[CH2:22][CH2:21][CH:20]([OH:23])[CH2:19][CH2:18]3)[CH:14]=[C:13]([C:24]3[CH:29]=[CH:28][CH:27]=[CH:26][CH:25]=3)[N:12]=2)[CH:5]=[CH:6][C:7]=1[O:8][CH3:9].[C:30]1(=[O:36])[O:35][C:33](=[O:34])[CH2:32][CH2:31]1, predict the reaction product. The product is: [Cl:1][C:2]1[CH:3]=[C:4]([NH:10][C:11]2[N:16]=[C:15]([N:17]3[CH2:18][CH2:19][CH:20]([O:23][C:30](=[O:36])[CH2:31][CH2:32][C:33]([OH:35])=[O:34])[CH2:21][CH2:22]3)[CH:14]=[C:13]([C:24]3[CH:25]=[CH:26][CH:27]=[CH:28][CH:29]=3)[N:12]=2)[CH:5]=[CH:6][C:7]=1[O:8][CH3:9]. (2) Given the reactants Cl[C:2]1[CH:3]=[CH:4][C:5]2[N:6]([C:8]([CH2:11][C:12]3[CH:13]=[C:14]4[C:19](=[CH:20][C:21]=3[F:22])[N:18]=[CH:17][CH:16]=[CH:15]4)=[CH:9][N:10]=2)[N:7]=1.[CH3:23][O:24][CH2:25][CH2:26][O:27][CH2:28][CH2:29][N:30]1[CH:34]=[C:33](B2OC(C)(C)C(C)(C)O2)[CH:32]=[N:31]1.C([O-])([O-])=O.[K+].[K+], predict the reaction product. The product is: [F:22][C:21]1[CH:20]=[C:19]2[C:14]([CH:15]=[CH:16][CH:17]=[N:18]2)=[CH:13][C:12]=1[CH2:11][C:8]1[N:6]2[N:7]=[C:2]([C:33]3[CH:32]=[N:31][N:30]([CH2:29][CH2:28][O:27][CH2:26][CH2:25][O:24][CH3:23])[CH:34]=3)[CH:3]=[CH:4][C:5]2=[N:10][CH:9]=1. (3) Given the reactants C(N(S(F)(F)[F:7])CC)C.O[C:11]([C:14]1[CH:19]=[CH:18][C:17]([C:20]#[N:21])=[CH:16][CH:15]=1)([CH3:13])[CH3:12], predict the reaction product. The product is: [F:7][C:11]([C:14]1[CH:19]=[CH:18][C:17]([C:20]#[N:21])=[CH:16][CH:15]=1)([CH3:13])[CH3:12].